Dataset: Forward reaction prediction with 1.9M reactions from USPTO patents (1976-2016). Task: Predict the product of the given reaction. (1) Given the reactants Cl.[C:2]([NH:6][OH:7])([CH3:5])([CH3:4])[CH3:3].[CH:8]1([S:13][C:14]2[CH:21]=[CH:20][C:19]([N+:22]([O-:24])=[O:23])=[CH:18][C:15]=2[CH:16]=O)[CH2:12][CH2:11][CH2:10][CH2:9]1, predict the reaction product. The product is: [C:2]([N+:6]([O-:7])=[CH:16][C:15]1[CH:18]=[C:19]([N+:22]([O-:24])=[O:23])[CH:20]=[CH:21][C:14]=1[S:13][CH:8]1[CH2:9][CH2:10][CH2:11][CH2:12]1)([CH3:5])([CH3:4])[CH3:3]. (2) Given the reactants [F-].[K+].C[Si](C)(C)[C:5]([F:8])([F:7])[F:6].[Cl:11][C:12]1[N:19]=[C:18]([Cl:20])[C:17](I)=[CH:16][C:13]=1[C:14]#[N:15].N, predict the reaction product. The product is: [Cl:11][C:12]1[N:19]=[C:18]([Cl:20])[C:17]([C:5]([F:8])([F:7])[F:6])=[CH:16][C:13]=1[C:14]#[N:15]. (3) Given the reactants [C:1]1([CH:8]=[CH:7][C:5]([OH:6])=[CH:4][CH:3]=1)[OH:2].[H-].[Na+].[H][H].[CH2:13](Br)[CH2:14][CH2:15][CH2:16][CH2:17][CH2:18][CH2:19][CH3:20], predict the reaction product. The product is: [CH2:13]([O:2][C:1]1[CH:8]=[CH:7][C:5]([O:6][CH2:13][CH2:14][CH2:15][CH2:16][CH2:17][CH2:18][CH2:19][CH3:20])=[CH:4][CH:3]=1)[CH2:14][CH2:15][CH2:16][CH2:17][CH2:18][CH2:19][CH3:20]. (4) Given the reactants [H-].[Na+].[C:3]([C:7]1[O:11][N:10]=[C:9]([NH:12][C:13]([NH:15][C:16]2[CH:21]=[CH:20][CH:19]=[C:18]([SH:22])[CH:17]=2)=[O:14])[CH:8]=1)([CH3:6])([CH3:5])[CH3:4].[Cl:23][C:24]1[N:33]=[C:32](Cl)[C:31]2[C:26](=[CH:27][C:28]([O:37][CH3:38])=[C:29]([O:35][CH3:36])[CH:30]=2)[N:25]=1, predict the reaction product. The product is: [C:3]([C:7]1[O:11][N:10]=[C:9]([NH:12][C:13]([NH:15][C:16]2[CH:21]=[CH:20][CH:19]=[C:18]([S:22][C:32]3[C:31]4[C:26](=[CH:27][C:28]([O:37][CH3:38])=[C:29]([O:35][CH3:36])[CH:30]=4)[N:25]=[C:24]([Cl:23])[N:33]=3)[CH:17]=2)=[O:14])[CH:8]=1)([CH3:6])([CH3:4])[CH3:5]. (5) Given the reactants Br[C:2]1[C:3]([CH:8]([N:11]2[C:19](=[O:20])[C:18]3[C:13](=[CH:14][CH:15]=[CH:16][CH:17]=3)[C:12]2=[O:21])[CH2:9][CH3:10])=[N:4][CH:5]=[N:6][CH:7]=1.C(N(CC)CC)C.[H][H], predict the reaction product. The product is: [N:6]1[CH:7]=[CH:2][C:3]([CH:8]([N:11]2[C:12](=[O:21])[C:13]3[C:18](=[CH:17][CH:16]=[CH:15][CH:14]=3)[C:19]2=[O:20])[CH2:9][CH3:10])=[N:4][CH:5]=1. (6) Given the reactants [CH:1]1([C:7]([CH2:12][O:13][CH3:14])([CH2:10][OH:11])[CH2:8][OH:9])[CH2:6][CH2:5][CH2:4][CH2:3][CH2:2]1.[C:15]1(=O)[CH2:18]C[CH2:16]1.[C:20]1(C)C=CC(S(O)(=O)=O)=CC=1.C(=O)([O-])O.[Na+], predict the reaction product. The product is: [CH:1]1([C:7]2([CH2:8][O:9][CH3:20])[C:12]3([CH2:18][CH2:15][CH2:16][CH2:14][O:13]3)[O:11][CH2:10]2)[CH2:6][CH2:5][CH2:4][CH2:3][CH2:2]1. (7) Given the reactants Br[C:2]1[CH:3]=[CH:4][C:5]2[N:9]=[CH:8][N:7]([C:10]([C:23]3[CH:28]=[CH:27][CH:26]=[CH:25][CH:24]=3)([C:17]3[CH:22]=[CH:21][CH:20]=[CH:19][CH:18]=3)[C:11]3[CH:16]=[CH:15][CH:14]=[CH:13][CH:12]=3)[C:6]=2[CH:29]=1.[OH:30][C:31]1[CH:32]=[C:33](B(O)O)[CH:34]=[CH:35][CH:36]=1.C(=O)([O-])[O-].[K+].[K+], predict the reaction product. The product is: [C:23]1([C:10]([C:11]2[CH:12]=[CH:13][CH:14]=[CH:15][CH:16]=2)([C:17]2[CH:18]=[CH:19][CH:20]=[CH:21][CH:22]=2)[N:7]2[C:6]3[CH:29]=[C:2]([C:33]4[CH:32]=[C:31]([OH:30])[CH:36]=[CH:35][CH:34]=4)[CH:3]=[CH:4][C:5]=3[N:9]=[CH:8]2)[CH:28]=[CH:27][CH:26]=[CH:25][CH:24]=1.